This data is from Experimentally validated miRNA-target interactions with 360,000+ pairs, plus equal number of negative samples. The task is: Binary Classification. Given a miRNA mature sequence and a target amino acid sequence, predict their likelihood of interaction. (1) The miRNA is hsa-miR-548ac with sequence CAAAAACCGGCAAUUACUUUUG. The protein sequence of the target gene is MAAAEVADTQLMLGVGLIEKDTNGEVLWVWCYPSTTATLRNLLLRKCCLTDENKLLHPFVFGQYRRTWFYITTIEVPDSSILKKVTHFSIVLTAKDFNPEKYAAFTRILCRMYLKHGSPVKMMESYIAVLTKGICQSEENGSFLSKDFDARKAYLAGSIKDIVSQFGMETVILHTALMLKKRIVVYHPKIEAVQEFTRTLPALVWHRQDWTILHSYVHLNADELEALQMCTGYVAGFVDLEVSNRPDLYDVFVNLAESEITIAPLAKEAMAMGKLHKEMGQLIVQSAEDPEKSESHVIQD.... Result: 1 (interaction). (2) The miRNA is hsa-miR-362-3p with sequence AACACACCUAUUCAAGGAUUCA. Result: 1 (interaction). The protein sequence of the target gene is MRSGEPACTMDQARGLDDAAARGGQCPGLGPAPTPTPPGRLGAPYSEAWGYFHLAPGRPGHPSGHWATCRLCGEQVGRGPGFHAGTSALWRHLRSAHRRELESSGAGSSPPAAPCPPPPGPAAAPEGDWARLLEQMGALAVRGSRRERELERRELAVEQGERALERRRRALQEEERAAAQARRELQAEREALQARLRDVSRREGALGWAPAAPPPLKDDPEGDRDGCVITKVLL. (3) Result: 0 (no interaction). The protein sequence of the target gene is MGGAARDRGRKDAALPGAGLPPQQRRLGDGVYDTFMMIDETKGPPYSDTFSNPSEAPVSRRLNITTEPLTRGHTQHFVNGSEMKVEQLFQEFGNRRSNTLQSDGISNSEKSSPASQGKSSESLSAVKCNLSSRPSKVLPLTPEQALKQYKHHLTAYEKLEIVSYPEIYFVGPNAKKRQGVIGGPNNGGYDDADGAYIHVPRDHLAYRYEVLKIIGKGSFGQVARVYDHKLRQYVALKMVRNEKRFHRQAAEEIRILEHLKKQDKTGSMNVIHMLESFTFRNHVCMAFELLSIDLYELIKK.... The miRNA is mmu-miR-759 with sequence GCAGAGUGCAAACAAUUUUGAC. (4) The miRNA is mmu-miR-124-3p with sequence UAAGGCACGCGGUGAAUGCC. The protein sequence of the target gene is MTTTTTFKGVDPNSRNSSRVLRPPGGGSNFSLGFDEPAEQPVRKNKMASNIFGTPEENPPSWAKSAGSKSSGGREDSESPGTQRSNSSEASSGDFLDLKGEGDMHENVDTDFQANLAQMEEKPVPAAPVPSPVAPAPVPSRRNPPGGKSSLVLG. Result: 1 (interaction). (5) The protein sequence of the target gene is MNYQQQLANSAAIRAEIQRFESVHPNIYSIYELLERVEEPVLQNQIREHVIAIEDAFVNSQEWTLSRSVPELKVGIVGNLASGKSALVHRYLTGTYVQEESPEGGRFKKEIVVDGQSYLLLIRDEGGPPEAQFAMWVDAVIFVFSLEDEISFQTVYHYYSRMANYRNTSEIPLVLVGTQDAISSANPRVIDDARARKLSNDLKRCTYYETCATYGLNVERVFQDVAQKIVATRKKQQLSIGPCKSLPNSPSHSSVCSAQVSAVHISQTSNGGGSLSDYSSSVPSTPSTSQKELRIDVPPT.... Result: 1 (interaction). The miRNA is hsa-miR-21-3p with sequence CAACACCAGUCGAUGGGCUGU. (6) The miRNA is mmu-miR-879-3p with sequence GCUUAUGGCUUCAAGCUUUCGG. The protein sequence of the target gene is MDLCHPEPAELSSGETEELQRIKWHRKQLLEDIQKLKDEIADVFAQIDCFESAEESRMAQKEKELCIGRKKFNMDPAKGIQYFIEHKLLTPDVQDIARFLYKGEGLNKTAIGTYLGERDPINLQVLQAFVDCHEFANLNLVQALRQFLWSFRLPGEAQKIDRMMEAFATRYCLCNPGVFQSTDTCYVLSFSIIMLNTSLHNPNVRDRPPFERFVSMNRGINNGSDLPEDQLRNLFDSIKSEPFSIPEDDGNDLTHTFFNPDREGWLLKLGGRVKTWKRRWFILTDNCLYYFEFTTDKEPR.... Result: 0 (no interaction).